The task is: Predict the reactants needed to synthesize the given product.. This data is from Full USPTO retrosynthesis dataset with 1.9M reactions from patents (1976-2016). (1) Given the product [CH3:25][O:26][CH2:27][CH2:28][O:23][C:22]([C:21]1[C:4]2[O:3][B:2]([OH:1])[C@@H:7]([NH:8][C:9](=[O:17])[CH2:10][CH2:11][N:12]3[CH:16]=[CH:15][N:14]=[CH:13]3)[CH2:6][C:5]=2[CH:18]=[CH:19][CH:20]=1)=[O:24], predict the reactants needed to synthesize it. The reactants are: [OH:1][B:2]1[C@@H:7]([NH:8][C:9](=[O:17])[CH2:10][CH2:11][N:12]2[CH:16]=[CH:15][N:14]=[CH:13]2)[CH2:6][C:5]2[CH:18]=[CH:19][CH:20]=[C:21]([C:22]([OH:24])=[O:23])[C:4]=2[O:3]1.[CH3:25][O:26][CH2:27][CH2:28]O. (2) Given the product [NH2:1][C:4]1[CH:5]=[CH:6][C:7]([O:8][CH2:9][CH2:10][OH:11])=[CH:12][CH:13]=1, predict the reactants needed to synthesize it. The reactants are: [N+:1]([C:4]1[CH:13]=[CH:12][C:7]([O:8][CH2:9][CH2:10][OH:11])=[CH:6][CH:5]=1)([O-])=O.